From a dataset of Peptide-MHC class II binding affinity with 134,281 pairs from IEDB. Regression. Given a peptide amino acid sequence and an MHC pseudo amino acid sequence, predict their binding affinity value. This is MHC class II binding data. (1) The peptide sequence is EVIPTAFKIGKTYTP. The MHC is HLA-DPA10201-DPB11401 with pseudo-sequence HLA-DPA10201-DPB11401. The binding affinity (normalized) is 0.0311. (2) The peptide sequence is KELQIVDKIDAAFKI. The MHC is DRB1_0401 with pseudo-sequence DRB1_0401. The binding affinity (normalized) is 0.480. (3) The peptide sequence is MAEMKTDAATLAQEA. The MHC is HLA-DQA10501-DQB10201 with pseudo-sequence HLA-DQA10501-DQB10201. The binding affinity (normalized) is 0.250. (4) The peptide sequence is KAQPTSWPLQCPLDH. The MHC is DRB1_0101 with pseudo-sequence DRB1_0101. The binding affinity (normalized) is 0.212. (5) The peptide sequence is GYTPATPAAPAGAEP. The MHC is DRB1_1101 with pseudo-sequence DRB1_1101. The binding affinity (normalized) is 0.148. (6) The binding affinity (normalized) is 0.0304. The MHC is DRB3_0202 with pseudo-sequence DRB3_0202. The peptide sequence is VVAVDIKEKGKDKWI.